Regression. Given a peptide amino acid sequence and an MHC pseudo amino acid sequence, predict their binding affinity value. This is MHC class I binding data. From a dataset of Peptide-MHC class I binding affinity with 185,985 pairs from IEDB/IMGT. (1) The peptide sequence is AISRLRTQK. The MHC is HLA-B27:05 with pseudo-sequence HLA-B27:05. The binding affinity (normalized) is 0.0847. (2) The peptide sequence is FLGKIWPSYK. The binding affinity (normalized) is 0.529. The MHC is HLA-A02:02 with pseudo-sequence HLA-A02:02. (3) The peptide sequence is DAGANVLNGL. The MHC is H-2-Kb with pseudo-sequence H-2-Kb. The binding affinity (normalized) is 0.0591.